From a dataset of Peptide-MHC class I binding affinity with 185,985 pairs from IEDB/IMGT. Regression. Given a peptide amino acid sequence and an MHC pseudo amino acid sequence, predict their binding affinity value. This is MHC class I binding data. The peptide sequence is VTDSQYALGI. The MHC is HLA-B45:01 with pseudo-sequence HLA-B45:01. The binding affinity (normalized) is 0.